Task: Predict the product of the given reaction.. Dataset: Forward reaction prediction with 1.9M reactions from USPTO patents (1976-2016) Given the reactants O=P12OP3(OP(OP(O3)(O1)=O)(=O)O2)=O.[Br:15][CH:16]([C:21](=[O:24])[CH2:22][Br:23])[CH2:17][C:18]([OH:20])=O, predict the reaction product. The product is: [Br:15][CH:16]1[C:21](=[CH:22][Br:23])[O:24][C:18](=[O:20])[CH2:17]1.